From a dataset of Peptide-MHC class I binding affinity with 185,985 pairs from IEDB/IMGT. Regression. Given a peptide amino acid sequence and an MHC pseudo amino acid sequence, predict their binding affinity value. This is MHC class I binding data. (1) The peptide sequence is QPGLTSSVI. The MHC is HLA-A24:02 with pseudo-sequence HLA-A24:02. The binding affinity (normalized) is 0.0677. (2) The peptide sequence is HCMNFKRRGGI. The MHC is Mamu-B08 with pseudo-sequence Mamu-B08. The binding affinity (normalized) is 0.199. (3) The peptide sequence is FVLAAVYRI. The MHC is HLA-A02:02 with pseudo-sequence HLA-A02:02. The binding affinity (normalized) is 0.797. (4) The peptide sequence is ILLEDSSGNLV. The MHC is HLA-A02:06 with pseudo-sequence HLA-A02:06. The binding affinity (normalized) is 0.508. (5) The peptide sequence is DEVEFLGHY. The MHC is HLA-B57:01 with pseudo-sequence HLA-B57:01. The binding affinity (normalized) is 0.117. (6) The peptide sequence is QSYLTKFL. The MHC is Mamu-A02 with pseudo-sequence Mamu-A02. The binding affinity (normalized) is 0.623. (7) The peptide sequence is ETIGLVRAL. The MHC is BoLA-JSP.1 with pseudo-sequence BoLA-JSP.1. The binding affinity (normalized) is 0.329. (8) The peptide sequence is NSSKVSQNY. The MHC is HLA-B44:03 with pseudo-sequence HLA-B44:03. The binding affinity (normalized) is 0.